From a dataset of Forward reaction prediction with 1.9M reactions from USPTO patents (1976-2016). Predict the product of the given reaction. (1) Given the reactants Br[C:2]1[C:3]([C:8]([C:10]2[CH:15]=[CH:14][C:13]([Cl:16])=[CH:12][CH:11]=2)=[O:9])=[N:4][N:5]([CH3:7])[CH:6]=1.Br[C:2]1[C:3]([C:8]([C:10]2[CH:15]=[CH:14][C:13]([Cl:16])=[CH:12][CH:11]=2)=[O:9])=[N:4][N:5]([CH3:7])[CH:6]=1.C([O-])([O-])=O.[K+].[K+].[C:39]([O:42][CH2:43][C:44]1[O:48][N:47]=[C:46]([CH3:49])[C:45]=1B1OC(C)(C)C(C)(C)O1)(=[O:41])[CH3:40].C(Cl)Cl, predict the reaction product. The product is: [C:39]([O:42][CH2:43][C:44]1[O:48][N:47]=[C:46]([CH3:49])[C:45]=1[C:2]1[C:3]([C:8](=[O:9])[C:10]2[CH:15]=[CH:14][C:13]([Cl:16])=[CH:12][CH:11]=2)=[N:4][N:5]([CH3:7])[CH:6]=1)(=[O:41])[CH3:40]. (2) Given the reactants [CH3:1][O:2][C:3]1[CH:4]=[C:5]2[C:10](=[CH:11][C:12]=1[O:13][CH2:14][CH2:15][N:16]1[CH:20]=[N:19][CH:18]=[N:17]1)[N:9]=[CH:8][N:7](COC(=O)C(C)(C)C)[C:6]2=[O:29], predict the reaction product. The product is: [CH3:1][O:2][C:3]1[CH:4]=[C:5]2[C:10](=[CH:11][C:12]=1[O:13][CH2:14][CH2:15][N:16]1[CH:20]=[N:19][CH:18]=[N:17]1)[N:9]=[CH:8][NH:7][C:6]2=[O:29].